This data is from Merck oncology drug combination screen with 23,052 pairs across 39 cell lines. The task is: Regression. Given two drug SMILES strings and cell line genomic features, predict the synergy score measuring deviation from expected non-interaction effect. (1) Drug 1: CC(=O)OC1C(=O)C2(C)C(O)CC3OCC3(OC(C)=O)C2C(OC(=O)c2ccccc2)C2(O)CC(OC(=O)C(O)C(NC(=O)c3ccccc3)c3ccccc3)C(C)=C1C2(C)C. Drug 2: NC1(c2ccc(-c3nc4ccn5c(=O)[nH]nc5c4cc3-c3ccccc3)cc2)CCC1. Cell line: EFM192B. Synergy scores: synergy=4.80. (2) Drug 1: COc1cccc2c1C(=O)c1c(O)c3c(c(O)c1C2=O)CC(O)(C(=O)CO)CC3OC1CC(N)C(O)C(C)O1. Drug 2: Cn1nnc2c(C(N)=O)ncn2c1=O. Cell line: A2780. Synergy scores: synergy=2.13. (3) Drug 1: CN(Cc1cnc2nc(N)nc(N)c2n1)c1ccc(C(=O)NC(CCC(=O)O)C(=O)O)cc1. Drug 2: CC(C)CC(NC(=O)C(Cc1ccccc1)NC(=O)c1cnccn1)B(O)O. Cell line: RPMI7951. Synergy scores: synergy=-13.9. (4) Drug 2: CCc1cnn2c(NCc3ccc[n+]([O-])c3)cc(N3CCCCC3CCO)nc12. Drug 1: CC1(c2nc3c(C(N)=O)cccc3[nH]2)CCCN1. Cell line: SKMES1. Synergy scores: synergy=14.4. (5) Drug 1: CN1C(=O)C=CC2(C)C3CCC4(C)C(NC(=O)OCC(F)(F)F)CCC4C3CCC12. Drug 2: NC(=O)c1cccc2cn(-c3ccc(C4CCCNC4)cc3)nc12. Cell line: MSTO. Synergy scores: synergy=6.33. (6) Drug 1: COc1cccc2c1C(=O)c1c(O)c3c(c(O)c1C2=O)CC(O)(C(=O)CO)CC3OC1CC(N)C(O)C(C)O1. Drug 2: CCc1cnn2c(NCc3ccc[n+]([O-])c3)cc(N3CCCCC3CCO)nc12. Cell line: OVCAR3. Synergy scores: synergy=-14.5. (7) Drug 2: Cn1nnc2c(C(N)=O)ncn2c1=O. Cell line: A375. Synergy scores: synergy=-20.9. Drug 1: N.N.O=C(O)C1(C(=O)O)CCC1.[Pt]. (8) Drug 1: N#Cc1ccc(Cn2cncc2CN2CCN(c3cccc(Cl)c3)C(=O)C2)cc1. Drug 2: CC1(c2nc3c(C(N)=O)cccc3[nH]2)CCCN1. Cell line: EFM192B. Synergy scores: synergy=4.14. (9) Drug 1: CCN(CC)CCNC(=O)c1c(C)[nH]c(C=C2C(=O)Nc3ccc(F)cc32)c1C. Drug 2: CCC1(O)C(=O)OCc2c1cc1n(c2=O)Cc2cc3c(CN(C)C)c(O)ccc3nc2-1. Cell line: LOVO. Synergy scores: synergy=-2.98. (10) Drug 1: CCC1(O)CC2CN(CCc3c([nH]c4ccccc34)C(C(=O)OC)(c3cc4c(cc3OC)N(C)C3C(O)(C(=O)OC)C(OC(C)=O)C5(CC)C=CCN6CCC43C65)C2)C1. Drug 2: Cn1c(=O)n(-c2ccc(C(C)(C)C#N)cc2)c2c3cc(-c4cnc5ccccc5c4)ccc3ncc21. Cell line: A427. Synergy scores: synergy=12.3.